From a dataset of Full USPTO retrosynthesis dataset with 1.9M reactions from patents (1976-2016). Predict the reactants needed to synthesize the given product. (1) The reactants are: [Cl:1][C:2]1[N:7]=[C:6]2[N:8]([CH2:11][C:12]3[CH:17]=[CH:16][CH:15]=[C:14]([C:18]([F:21])([F:20])[F:19])[C:13]=3[CH3:22])[CH:9]=[N:10][C:5]2=[C:4](Cl)[CH:3]=1.[CH3:24][O-:25].[Na+]. Given the product [Cl:1][C:2]1[N:7]=[C:6]2[N:8]([CH2:11][C:12]3[CH:17]=[CH:16][CH:15]=[C:14]([C:18]([F:21])([F:20])[F:19])[C:13]=3[CH3:22])[CH:9]=[N:10][C:5]2=[C:4]([O:25][CH3:24])[CH:3]=1, predict the reactants needed to synthesize it. (2) Given the product [CH3:1][N:2]([CH3:3])[S:10]([CH2:13][C:14]([O:16][CH3:17])=[O:15])(=[O:12])=[O:11], predict the reactants needed to synthesize it. The reactants are: [CH3:1][NH:2][CH3:3].C1COCC1.Cl[S:10]([CH2:13][C:14]([O:16][CH3:17])=[O:15])(=[O:12])=[O:11]. (3) Given the product [F:23][C:24]1[CH:25]=[C:26]2[C:34](=[CH:35][CH:36]=1)[NH:33][C:32]1[CH2:31][CH2:30][CH:29]([CH:37]=[O:38])[CH2:28][C:27]2=1, predict the reactants needed to synthesize it. The reactants are: CC(OI1(OC(C)=O)(OC(C)=O)OC(=O)C2C=CC=CC1=2)=O.[F:23][C:24]1[CH:25]=[C:26]2[C:34](=[CH:35][CH:36]=1)[NH:33][C:32]1[CH2:31][CH2:30][CH:29]([CH2:37][OH:38])[CH2:28][C:27]2=1. (4) Given the product [O:16]=[C:5]1[N:6]([CH2:8][O:9][CH2:10][CH2:11][Si:12]([CH3:15])([CH3:14])[CH3:13])[N:7]=[C:2]([B:38]([OH:42])[OH:39])[CH:3]=[C:4]1[C:17]1[N:21]([CH2:22][O:23][CH2:24][CH2:25][Si:26]([CH3:29])([CH3:28])[CH3:27])[C:20]2[CH:30]=[C:31]([C:34]([F:37])([F:36])[F:35])[CH:32]=[CH:33][C:19]=2[N:18]=1, predict the reactants needed to synthesize it. The reactants are: Cl[C:2]1[CH:3]=[C:4]([C:17]2[N:21]([CH2:22][O:23][CH2:24][CH2:25][Si:26]([CH3:29])([CH3:28])[CH3:27])[C:20]3[CH:30]=[C:31]([C:34]([F:37])([F:36])[F:35])[CH:32]=[CH:33][C:19]=3[N:18]=2)[C:5](=[O:16])[N:6]([CH2:8][O:9][CH2:10][CH2:11][Si:12]([CH3:15])([CH3:14])[CH3:13])[N:7]=1.[B:38]1(B2OC(C)(C)C(C)(C)O2)[O:42]C(C)(C)C(C)(C)[O:39]1.C([O-])(=O)C.[K+]. (5) Given the product [Cl:1][C:2]1[CH:7]=[CH:6][C:5]([CH:8]2[C:9]3[C:10]([CH3:20])=[N:11][N:12]([CH:17]4[CH2:18][CH2:19]4)[C:13]=3[C:14](=[O:15])[N:21]2[CH2:22][C:23]2[CH:28]=[CH:27][C:26]([O:29][CH3:30])=[CH:25][CH:24]=2)=[CH:4][CH:3]=1, predict the reactants needed to synthesize it. The reactants are: [Cl:1][C:2]1[CH:7]=[CH:6][C:5]([CH:8]([NH:21][CH2:22][C:23]2[CH:28]=[CH:27][C:26]([O:29][CH3:30])=[CH:25][CH:24]=2)[C:9]2[C:10]([CH3:20])=[N:11][N:12]([CH:17]3[CH2:19][CH2:18]3)[C:13]=2[C:14](O)=[O:15])=[CH:4][CH:3]=1.ClC(N(C)C)=C(C)C.